From a dataset of Catalyst prediction with 721,799 reactions and 888 catalyst types from USPTO. Predict which catalyst facilitates the given reaction. (1) Reactant: [CH3:1][O:2][C:3]1[CH:20]=[C:19]([O:21][CH3:22])[CH:18]=[CH:17][C:4]=1[C:5]([C:7]1[CH:12]=[CH:11][C:10](OCCO)=[CH:9][CH:8]=1)=[O:6].[C:23]([O:26][C:27](=O)[CH3:28])(=[O:25])[CH3:24].C(N(CC)CC)C.O. Product: [CH3:1][O:2][C:3]1[CH:20]=[C:19]([O:21][CH3:22])[CH:18]=[CH:17][C:4]=1[C:5]([C:7]1[CH:8]=[CH:9][C:10]([CH2:28][CH2:27][O:26][C:23](=[O:25])[CH3:24])=[CH:11][CH:12]=1)=[O:6]. The catalyst class is: 7. (2) Reactant: [CH2:1]([CH2:3][NH2:4])[OH:2].C(=O)(O)[O-].[Na+].[CH:10]1[C:22]2[CH:21]([CH2:23][O:24][C:25](Cl)=[O:26])[C:20]3[C:15](=[CH:16][CH:17]=[CH:18][CH:19]=3)[C:14]=2[CH:13]=[CH:12][CH:11]=1. Product: [CH:10]1[C:22]2[CH:21]([CH2:23][O:24][C:25](=[O:26])[NH:4][CH2:3][CH2:1][OH:2])[C:20]3[C:15](=[CH:16][CH:17]=[CH:18][CH:19]=3)[C:14]=2[CH:13]=[CH:12][CH:11]=1. The catalyst class is: 30. (3) Reactant: Cl.[CH3:2][C:3]([C:7]1[CH:12]=[CH:11][CH:10]=[CH:9][CH:8]=1)([CH3:6])[CH2:4][NH2:5].C(N(CC)CC)C.[F:20][C:21]([F:32])([F:31])[C:22]1[CH:30]=[CH:29][C:25]([C:26](Cl)=[O:27])=[CH:24][CH:23]=1. Product: [CH3:6][C:3]([C:7]1[CH:12]=[CH:11][CH:10]=[CH:9][CH:8]=1)([CH3:2])[CH2:4][NH:5][C:26](=[O:27])[C:25]1[CH:29]=[CH:30][C:22]([C:21]([F:20])([F:31])[F:32])=[CH:23][CH:24]=1. The catalyst class is: 91.